Dataset: Reaction yield outcomes from USPTO patents with 853,638 reactions. Task: Predict the reaction yield, written as a fraction of the theoretical maximum amount of product (1.0 means a 100% yield; for example, 0.34 means a 34% yield). (1) The reactants are [Br:1][C:2]1[NH:10][C:9]2[C:8](=[O:11])[NH:7][C:6](=[O:12])[N:5]([CH3:13])[C:4]=2[N:3]=1.[C:14](=O)([O-])[O-].[K+].[K+].CI. The catalyst is CN(C)C=O. The product is [Br:1][C:2]1[N:10]([CH3:14])[C:9]2[C:8](=[O:11])[NH:7][C:6](=[O:12])[N:5]([CH3:13])[C:4]=2[N:3]=1. The yield is 0.930. (2) The reactants are Br[CH2:2][C:3]1[CH:4]=[C:5]2[C:10](=[CH:11][CH:12]=1)[N:9]=[CH:8][N:7]=[C:6]2[NH:13][C:14]1[CH:19]=[CH:18][CH:17]=[C:16]([CH3:20])[CH:15]=1.[Na].[SH:22][C:23]1[N:24]([CH3:28])[CH:25]=[CH:26][N:27]=1.SC1N(C)C=CN=1.[O-]CC.[Na+]. The catalyst is C(O)C. The product is [CH3:20][C:16]1[CH:15]=[C:14]([CH:19]=[CH:18][CH:17]=1)[NH:13][C:6]1[C:5]2[C:10](=[CH:11][CH:12]=[C:3]([CH2:2][S:22][C:23]3[N:24]([CH3:28])[CH:25]=[CH:26][N:27]=3)[CH:4]=2)[N:9]=[CH:8][N:7]=1. The yield is 0.650. (3) The reactants are C(N(CC)CC)C.C(O)=O.[C:11]([C:13]1[CH:18]=[CH:17][C:16]([CH2:19][CH2:20][C:21]([CH2:34][C:35]2[CH:40]=[CH:39][C:38]([C:41]([O:43][CH3:44])=[O:42])=[CH:37][CH:36]=2)(C(OCC=C)=O)[C:22]([O:24]CC=C)=[O:23])=[CH:15][CH:14]=1)#[N:12].C1(P(C2C=CC=CC=2)C2C=CC=CC=2)C=CC=CC=1. The catalyst is O1CCOCC1.C([O-])(=O)C.[Pd+2].C([O-])(=O)C. The product is [C:22]([CH:21]([CH2:20][CH2:19][C:16]1[CH:15]=[CH:14][C:13]([C:11]#[N:12])=[CH:18][CH:17]=1)[CH2:34][C:35]1[CH:40]=[CH:39][C:38]([C:41]([O:43][CH3:44])=[O:42])=[CH:37][CH:36]=1)([OH:24])=[O:23]. The yield is 0.820. (4) No catalyst specified. The product is [CH2:25]([NH:32][C:20](=[O:21])[CH2:19][CH:16]1[C:17](=[O:18])[N:13]([C:11]2[CH:10]=[N:9][N:8]([CH2:7][C:6]3[C:2]([CH3:1])=[N:3][O:4][C:5]=3[CH3:24])[CH:12]=2)[C:14](=[O:23])[NH:15]1)[C:26]1[CH:31]=[CH:30][CH:29]=[CH:28][CH:27]=1. The yield is 0.300. The reactants are [CH3:1][C:2]1[C:6]([CH2:7][N:8]2[CH:12]=[C:11]([N:13]3[C:17](=[O:18])[CH:16]([CH2:19][C:20](O)=[O:21])[NH:15][C:14]3=[O:23])[CH:10]=[N:9]2)=[C:5]([CH3:24])[O:4][N:3]=1.[CH2:25]([NH2:32])[C:26]1[CH:31]=[CH:30][CH:29]=[CH:28][CH:27]=1. (5) The reactants are [CH3:1][O:2][C:3]1[CH:8]=[CH:7][C:6]([OH:9])=[CH:5][CH:4]=1.C([O-])([O-])=O.[K+].[K+].[C:16](OC(=O)C)(=[O:18])[CH3:17]. The yield is 1.00. The product is [CH3:1][O:2][C:3]1[CH:8]=[CH:7][C:6]([O:9][C:16](=[O:18])[CH3:17])=[CH:5][CH:4]=1. The catalyst is CC(C)=O.